This data is from Catalyst prediction with 721,799 reactions and 888 catalyst types from USPTO. The task is: Predict which catalyst facilitates the given reaction. (1) Reactant: FC1C=CC(C[N:7]2[C:15]3[C:10](=[CH:11][CH:12]=[CH:13][CH:14]=3)[C:9]3[CH2:16][C@@H:17]([CH2:27][OH:28])[N:18]([C:20]([O:22][C:23]([CH3:26])([CH3:25])[CH3:24])=[O:21])[CH2:19][C:8]2=3)=CC=1.[OH-].[Na+].C(O)(=O)CC(CC(O)=O)(C(O)=O)[OH:36]. The catalyst class is: 38. Product: [C:23]([O:22][C:20]([N:18]1[CH:17]([C:27]([OH:36])=[O:28])[CH2:16][C:9]2[C:14]3[C:15](=[CH:10][CH:11]=[CH:12][CH:13]=3)[NH:7][C:8]=2[CH2:19]1)=[O:21])([CH3:24])([CH3:25])[CH3:26]. (2) Reactant: [NH2:1][C:2]1[C:3]([N:23]2[CH2:28][CH2:27][N:26]([C:29]3[CH:34]=[CH:33][CH:32]=[CH:31][C:30]=3[CH3:35])[CH2:25][CH2:24]2)=[CH:4][C:5]([N:20]([CH3:22])[CH3:21])=[C:6]([CH:19]=1)[C:7]([NH:9][CH2:10][CH2:11][CH2:12][N:13]1[CH2:17][CH2:16][CH2:15][C:14]1=[O:18])=[O:8].[CH:36]1([C:39]2[O:40][CH:41]=[C:42]([C:44](O)=[O:45])[N:43]=2)[CH2:38][CH2:37]1.C(N(CC)C(C)C)(C)C.CN(C(ON1N=NC2C=CC=NC1=2)=[N+](C)C)C.F[P-](F)(F)(F)(F)F. Product: [CH3:21][N:20]([CH3:22])[C:5]1[C:6]([C:7](=[O:8])[NH:9][CH2:10][CH2:11][CH2:12][N:13]2[CH2:17][CH2:16][CH2:15][C:14]2=[O:18])=[CH:19][C:2]([NH:1][C:44]([C:42]2[N:43]=[C:39]([CH:36]3[CH2:38][CH2:37]3)[O:40][CH:41]=2)=[O:45])=[C:3]([N:23]2[CH2:24][CH2:25][N:26]([C:29]3[CH:34]=[CH:33][CH:32]=[CH:31][C:30]=3[CH3:35])[CH2:27][CH2:28]2)[CH:4]=1. The catalyst class is: 35. (3) Reactant: Cl.[Cl:2][C:3]1[C:4]([C:10]2[C:11]([C:28]3[CH:33]=[CH:32][C:31]([Cl:34])=[C:30]([O:35][CH2:36][CH2:37][CH2:38][N:39]([CH3:41])[CH3:40])[CH:29]=3)=[N:12][C:13]([C:16]([NH:18][C:19]3([C:25]([OH:27])=[O:26])[CH2:24][CH2:23][CH2:22][CH2:21][CH2:20]3)=[O:17])=[CH:14][CH:15]=2)=[N:5][CH:6]=[C:7]([Cl:9])[CH:8]=1.S(Cl)(Cl)=O.[CH3:46]O. Product: [ClH:2].[Cl:2][C:3]1[C:4]([C:10]2[C:11]([C:28]3[CH:33]=[CH:32][C:31]([Cl:34])=[C:30]([O:35][CH2:36][CH2:37][CH2:38][N:39]([CH3:40])[CH3:41])[CH:29]=3)=[N:12][C:13]([C:16]([NH:18][C:19]3([C:25]([O:27][CH3:46])=[O:26])[CH2:20][CH2:21][CH2:22][CH2:23][CH2:24]3)=[O:17])=[CH:14][CH:15]=2)=[N:5][CH:6]=[C:7]([Cl:9])[CH:8]=1. The catalyst class is: 28. (4) Reactant: O.NN.[Br:4][C:5]1[CH:6]=[C:7]([C:15](=O)[C:16]([OH:18])=[O:17])[CH:8]=[CH:9][C:10]=1[S:11][CH:12]1[CH2:14][CH2:13]1.[OH-].[K+]. Product: [Br:4][C:5]1[CH:6]=[C:7]([CH2:15][C:16]([OH:18])=[O:17])[CH:8]=[CH:9][C:10]=1[S:11][CH:12]1[CH2:14][CH2:13]1. The catalyst class is: 33. (5) Reactant: [CH2:1]([O:3][C:4](=[O:12])[C:5]1[CH:10]=[CH:9][CH:8]=[N:7][C:6]=1Cl)[CH3:2].[CH3:13][O-:14].[Na+]. Product: [CH2:1]([O:3][C:4](=[O:12])[C:5]1[CH:10]=[CH:9][CH:8]=[N:7][C:6]=1[O:14][CH3:13])[CH3:2]. The catalyst class is: 5. (6) Reactant: [CH2:1]([NH:6][C:7]1[N:15]=[C:14]2[C:10]([N:11]=[CH:12][N:13]2[CH:16]2[CH2:21][CH2:20][CH2:19][CH2:18][O:17]2)=[C:9]([NH2:22])[N:8]=1)[CH2:2][CH2:3][CH2:4][CH3:5].C1C(=O)N([Br:30])C(=O)C1. Product: [Br:30][C:12]1[N:13]([CH:16]2[CH2:21][CH2:20][CH2:19][CH2:18][O:17]2)[C:14]2[C:10]([N:11]=1)=[C:9]([NH2:22])[N:8]=[C:7]([NH:6][CH2:1][CH2:2][CH2:3][CH2:4][CH3:5])[N:15]=2. The catalyst class is: 373. (7) Reactant: [Br:1][C:2]1[CH:19]=[CH:18][C:5]2[N:6]=[C:7]([C:9]3[CH:10]=[C:11]([CH:15]=[CH:16][CH:17]=3)[C:12]([NH2:14])=O)[O:8][C:4]=2[CH:3]=1.N1C=CC=CC=1.CN(C)C=O.C(Cl)(=O)C(Cl)=O. Product: [Br:1][C:2]1[CH:19]=[CH:18][C:5]2[N:6]=[C:7]([C:9]3[CH:10]=[C:11]([CH:15]=[CH:16][CH:17]=3)[C:12]#[N:14])[O:8][C:4]=2[CH:3]=1. The catalyst class is: 6. (8) Product: [Cl:20][C:19]1[C:18]2[C:13](=[CH:14][CH:15]=[C:16]([C:21]([C:23]3[N:27]([CH3:28])[C:26]([CH3:29])=[N:25][CH:24]=3)([C:30]3[N:34]([CH3:35])[C:33]([CH3:36])=[N:32][CH:31]=3)[OH:22])[CH:17]=2)[N:12]=[C:11]([O:37][CH3:38])[C:10]=1[CH2:9][Cl:41]. Reactant: [Si](O[CH2:9][C:10]1[C:11]([O:37][CH3:38])=[N:12][C:13]2[C:18]([C:19]=1[Cl:20])=[CH:17][C:16]([C:21]([C:30]1[N:34]([CH3:35])[C:33]([CH3:36])=[N:32][CH:31]=1)([C:23]1[N:27]([CH3:28])[C:26]([CH3:29])=[N:25][CH:24]=1)[OH:22])=[CH:15][CH:14]=2)(C(C)(C)C)(C)C.S(Cl)([Cl:41])=O. The catalyst class is: 7.